This data is from Reaction yield outcomes from USPTO patents with 853,638 reactions. The task is: Predict the reaction yield, written as a fraction of the theoretical maximum amount of product (1.0 means a 100% yield; for example, 0.34 means a 34% yield). The reactants are [CH2:1]([C:8]1([C:21]([OH:23])=O)[CH2:20][CH:11]2[CH2:12][N:13]([C:15](=[O:19])[N:16]([CH3:18])[CH3:17])[CH2:14][CH:10]2[CH2:9]1)[C:2]1[CH:7]=[CH:6][CH:5]=[CH:4][CH:3]=1.C(N(CC)CC)C.ClC(OCC)=O.[N-:37]=[N+:38]=[N-:39].[Na+]. The catalyst is CC(C)=O.O. The product is [CH2:1]([C:8]1([C:21]([N:37]=[N+:38]=[N-:39])=[O:23])[CH2:9][CH:10]2[CH2:14][N:13]([C:15](=[O:19])[N:16]([CH3:17])[CH3:18])[CH2:12][CH:11]2[CH2:20]1)[C:2]1[CH:3]=[CH:4][CH:5]=[CH:6][CH:7]=1. The yield is 0.970.